Dataset: Forward reaction prediction with 1.9M reactions from USPTO patents (1976-2016). Task: Predict the product of the given reaction. Given the reactants Cl[C:2]1[N:7]=[CH:6][N:5]=[C:4]([NH2:8])[CH:3]=1.C(N(C(C)C)CC)(C)C.[NH:18]1[CH2:23][CH2:22][S:21](=[O:25])(=[O:24])[CH2:20][CH2:19]1, predict the reaction product. The product is: [O:24]=[S:21]1(=[O:25])[CH2:22][CH2:23][N:18]([C:2]2[N:7]=[CH:6][N:5]=[C:4]([NH2:8])[CH:3]=2)[CH2:19][CH2:20]1.